Dataset: Reaction yield outcomes from USPTO patents with 853,638 reactions. Task: Predict the reaction yield, written as a fraction of the theoretical maximum amount of product (1.0 means a 100% yield; for example, 0.34 means a 34% yield). (1) The reactants are Cl.Cl.[NH2:3][C@@H:4]1[C:18](=[O:19])[N:17]2[CH2:20][C@H:21]([O:23][C:24]3[C:33]4[C:28](=[C:29]([CH3:36])[C:30]([O:34][CH3:35])=[CH:31][CH:32]=4)[N:27]=[C:26]([C:37]4[S:38][CH:39]=[C:40]([CH:42]([CH3:44])[CH3:43])[N:41]=4)[CH:25]=3)[CH2:22][C@H:16]2[C:15](=[O:45])[NH:14][C@:13]2([C:47]([NH:49][S:50]([CH:53]3[CH2:55][CH2:54]3)(=[O:52])=[O:51])=[O:48])[CH2:46][C@H:12]2[CH:11]=[CH:10][CH2:9][CH2:8][CH2:7][CH2:6][CH2:5]1.C(N(CC)C(C)C)(C)C.ClC(Cl)(O[C:69](=[O:75])OC(Cl)(Cl)Cl)Cl.[CH:77]1([N:82]2[CH2:87][CH2:86][NH:85][CH2:84][CH2:83]2)[CH2:81][CH2:80][CH2:79][CH2:78]1. The catalyst is ClC(Cl)C. The product is [CH:77]1([N:82]2[CH2:83][CH2:84][N:85]([C:69]([NH:3][C@@H:4]3[C:18](=[O:19])[N:17]4[CH2:20][C@H:21]([O:23][C:24]5[C:33]6[C:28](=[C:29]([CH3:36])[C:30]([O:34][CH3:35])=[CH:31][CH:32]=6)[N:27]=[C:26]([C:37]6[S:38][CH:39]=[C:40]([CH:42]([CH3:43])[CH3:44])[N:41]=6)[CH:25]=5)[CH2:22][C@H:16]4[C:15](=[O:45])[NH:14][C@:13]4([C:47]([NH:49][S:50]([CH:53]5[CH2:54][CH2:55]5)(=[O:51])=[O:52])=[O:48])[CH2:46][C@H:12]4[CH:11]=[CH:10][CH2:9][CH2:8][CH2:7][CH2:6][CH2:5]3)=[O:75])[CH2:86][CH2:87]2)[CH2:78][CH2:79][CH2:80][CH2:81]1. The yield is 0.100. (2) The reactants are [NH:1]1[C:11]2[C:6](=[CH:7][CH:8]=[CH:9][CH:10]=2)[C:4](=[O:5])[C:2]1=[O:3].[H-].[Na+].Br[CH2:15][C:16]1[C:17]2[CH:24]=[C:23]([Cl:25])[CH:22]=[CH:21][C:18]=2[S:19][CH:20]=1. The catalyst is O1CCOCC1. The product is [Cl:25][C:23]1[CH:22]=[CH:21][C:18]2[S:19][CH:20]=[C:16]([CH2:15][N:1]3[C:11]4[C:6](=[CH:7][CH:8]=[CH:9][CH:10]=4)[C:4](=[O:5])[C:2]3=[O:3])[C:17]=2[CH:24]=1. The yield is 0.450. (3) The reactants are [C:1]([O:5][C:6](=[O:21])[NH:7][C:8]1([C:11](=[O:20])[NH:12][C:13]2[CH:18]=[CH:17][C:16](Br)=[CH:15][CH:14]=2)[CH2:10][CH2:9]1)([CH3:4])([CH3:3])[CH3:2].[CH3:22][S:23][C:24]1[CH:29]=[CH:28][CH:27]=[CH:26][C:25]=1B(O)O.C(=O)([O-])[O-].[Na+].[Na+].O. The yield is 0.830. The catalyst is [Br-].C([N+](CCCC)(CCCC)CCCC)CCC.C1(C)C=CC=CC=1. The product is [C:1]([O:5][C:6](=[O:21])[NH:7][C:8]1([C:11](=[O:20])[NH:12][C:13]2[CH:18]=[CH:17][C:16]([C:25]3[CH:26]=[CH:27][CH:28]=[CH:29][C:24]=3[S:23][CH3:22])=[CH:15][CH:14]=2)[CH2:10][CH2:9]1)([CH3:4])([CH3:3])[CH3:2]. (4) The reactants are [F:1][C:2]1[CH:15]=[CH:14][C:5]([CH2:6][C:7]2[S:11][C:10]([CH:12]=O)=[CH:9][CH:8]=2)=[CH:4][CH:3]=1.[NH3:16].CO. The catalyst is [Ni]. The product is [F:1][C:2]1[CH:15]=[CH:14][C:5]([CH2:6][C:7]2[S:11][C:10]([CH2:12][NH2:16])=[CH:9][CH:8]=2)=[CH:4][CH:3]=1. The yield is 0.151. (5) The reactants are II.[Br:3][C:4]1[CH:17]=[CH:16][C:15]2[O:14][C@@H:13]3[C@H:8]([CH2:9][N:10]([C:18]([O:20][CH2:21][C:22]4[CH:27]=[CH:26][CH:25]=[CH:24][CH:23]=4)=[O:19])[CH2:11][CH2:12]3)[C:7](=[CH2:28])[C:6]=2[CH:5]=1.[NH4+:29].[OH-:30].C[C:32]#[N:33].C1COCC1. The catalyst is C1COCC1.[Ag]OC#N. The product is [NH2:29][C:32]1[O:30][CH2:28][C:7]2([C@H:8]3[CH2:9][N:10]([C:18]([O:20][CH2:21][C:22]4[CH:23]=[CH:24][CH:25]=[CH:26][CH:27]=4)=[O:19])[CH2:11][CH2:12][C@@H:13]3[O:14][C:15]3[CH:16]=[CH:17][C:4]([Br:3])=[CH:5][C:6]2=3)[N:33]=1. The yield is 0.906. (6) The reactants are [Cl:1][C:2]1[CH:11]=[CH:10][C:9]([NH:12][NH2:13])=[CH:8][C:3]=1[C:4]([O:6][CH3:7])=[O:5].CO[CH:16](OC)[CH2:17][C:18](=O)[CH3:19]. The catalyst is CO. The product is [Cl:1][C:2]1[CH:11]=[CH:10][C:9]([N:12]2[C:18]([CH3:19])=[CH:17][CH:16]=[N:13]2)=[CH:8][C:3]=1[C:4]([O:6][CH3:7])=[O:5]. The yield is 0.310. (7) The catalyst is C(Cl)Cl. The yield is 0.610. The reactants are [CH3:1][C:2]1[CH:7]=[CH:6][C:5]([S:8][C:9]2[CH:10]=[C:11]([NH2:15])[CH:12]=[CH:13][CH:14]=2)=[C:4]([N+:16]([O-:18])=[O:17])[CH:3]=1.[C:19](Cl)(=[O:21])[CH3:20]. The product is [CH3:1][C:2]1[CH:7]=[CH:6][C:5]([S:8][C:9]2[CH:10]=[C:11]([NH:15][C:19](=[O:21])[CH3:20])[CH:12]=[CH:13][CH:14]=2)=[C:4]([N+:16]([O-:18])=[O:17])[CH:3]=1. (8) The reactants are [CH:1]1([N:5]2[CH2:10][CH2:9][N:8]([C:11]([C@@H:13]3[CH2:15][C@H:14]3[C:16]3[CH:17]=[C:18]([CH:21]=[CH:22][CH:23]=3)[C:19]#[N:20])=[O:12])[CH2:7][CH2:6]2)[CH2:4][CH2:3][CH2:2]1.C(N)(=[O:26])C. The catalyst is C1COCC1.O.[Pd](Cl)Cl. The product is [CH:1]1([N:5]2[CH2:10][CH2:9][N:8]([C:11]([C@@H:13]3[CH2:15][C@H:14]3[C:16]3[CH:17]=[C:18]([CH:21]=[CH:22][CH:23]=3)[C:19]([NH2:20])=[O:26])=[O:12])[CH2:7][CH2:6]2)[CH2:2][CH2:3][CH2:4]1. The yield is 0.551. (9) The reactants are [C:1]([O:5][C:6]([N:8]([C:25]1[C:30]([CH3:31])=[CH:29][N:28]=[C:27](Cl)[N:26]=1)[C:9]1[CH:10]=[C:11]2[C:15](=[CH:16][CH:17]=1)[N:14]([C:18]([O:20][C:21]([CH3:24])([CH3:23])[CH3:22])=[O:19])[N:13]=[CH:12]2)=[O:7])([CH3:4])([CH3:3])[CH3:2].CC1(C)C(C)(C)OB([C:41]2[CH:42]=[C:43]([CH:62]=[CH:63][CH:64]=2)[O:44][CH2:45][C:46]([NH:48][CH:49]2[CH2:54][CH2:53][N:52]([C:55]([O:57][C:58]([CH3:61])([CH3:60])[CH3:59])=[O:56])[CH2:51][CH2:50]2)=[O:47])O1.[F-].[Cs+]. The catalyst is O1CCOCC1.O.C1C=CC([P]([Pd]([P](C2C=CC=CC=2)(C2C=CC=CC=2)C2C=CC=CC=2)([P](C2C=CC=CC=2)(C2C=CC=CC=2)C2C=CC=CC=2)[P](C2C=CC=CC=2)(C2C=CC=CC=2)C2C=CC=CC=2)(C2C=CC=CC=2)C2C=CC=CC=2)=CC=1. The product is [C:1]([O:5][C:6]([N:8]([C:25]1[C:30]([CH3:31])=[CH:29][N:28]=[C:27]([C:63]2[CH:64]=[CH:41][CH:42]=[C:43]([O:44][CH2:45][C:46]([NH:48][CH:49]3[CH2:54][CH2:53][N:52]([C:55]([O:57][C:58]([CH3:61])([CH3:60])[CH3:59])=[O:56])[CH2:51][CH2:50]3)=[O:47])[CH:62]=2)[N:26]=1)[C:9]1[CH:10]=[C:11]2[C:15](=[CH:16][CH:17]=1)[N:14]([C:18]([O:20][C:21]([CH3:24])([CH3:23])[CH3:22])=[O:19])[N:13]=[CH:12]2)=[O:7])([CH3:4])([CH3:3])[CH3:2]. The yield is 0.470.